Dataset: Tox21: 12 toxicity assays (nuclear receptors and stress response pathways). Task: Binary classification across 12 toxicity assays. The drug is CCC(=O)OCC(=O)[C@@]1(OC(=O)CC)[C@H](C)C[C@H]2[C@H]3[C@H]([C@@H](O)C[C@@]21C)[C@@]1(C)C=CC(=O)C=C1C[C@H]3Cl. It tested positive (active) for: NR-AR (Androgen Receptor agonist activity), and NR-AR-LBD (Androgen Receptor Ligand Binding Domain agonist).